Dataset: Full USPTO retrosynthesis dataset with 1.9M reactions from patents (1976-2016). Task: Predict the reactants needed to synthesize the given product. (1) Given the product [CH3:6][C:7]1[N:11]([CH:12]([CH3:14])[CH3:13])[C:10]([C:15]2[CH:20]=[CH:19][N:18]=[C:17]([NH:21][CH:22]3[CH2:23][CH2:24][CH:25]([NH:28][S:2]([CH3:1])(=[O:4])=[O:3])[CH2:26][CH2:27]3)[N:16]=2)=[CH:9][N:8]=1, predict the reactants needed to synthesize it. The reactants are: [CH3:1][S:2](Cl)(=[O:4])=[O:3].[CH3:6][C:7]1[N:11]([CH:12]([CH3:14])[CH3:13])[C:10]([C:15]2[CH:20]=[CH:19][N:18]=[C:17]([NH:21][CH:22]3[CH2:27][CH2:26][CH:25]([NH2:28])[CH2:24][CH2:23]3)[N:16]=2)=[CH:9][N:8]=1.C(N(CC)CC)C.N. (2) Given the product [CH3:31][C:6]1([CH3:32])[C:7]2[C:12](=[CH:11][C:10]([NH:13][C:14]3[N:19]=[C:18]([NH:20][C:21]4[CH:22]=[C:23]5[C:28](=[CH:29][CH:30]=4)[N:27]=[CH:26][CH:25]=[CH:24]5)[CH:17]=[CH:16][N:15]=3)=[CH:9][CH:8]=2)[NH:4][CH2:5]1, predict the reactants needed to synthesize it. The reactants are: C([N:4]1[C:12]2[C:7](=[CH:8][CH:9]=[C:10]([NH:13][C:14]3[N:19]=[C:18]([NH:20][C:21]4[CH:22]=[C:23]5[C:28](=[CH:29][CH:30]=4)[N:27]=[CH:26][CH:25]=[CH:24]5)[CH:17]=[CH:16][N:15]=3)[CH:11]=2)[C:6]([CH3:32])([CH3:31])[CH2:5]1)(=O)C.CCOC(C)=O.C([O-])(O)=O.[Na+]. (3) Given the product [CH3:8][O:9][C:10]1[CH:19]=[CH:18][C:17]2[C:12](=[C:13]([C:2](=[CH2:7])[C:3]([O:5][CH3:6])=[O:4])[CH:14]=[CH:15][CH:16]=2)[N:11]=1, predict the reactants needed to synthesize it. The reactants are: Br[C:2](=[CH2:7])[C:3]([O:5][CH3:6])=[O:4].[CH3:8][O:9][C:10]1[CH:19]=[CH:18][C:17]2[C:12](=[C:13](B(O)O)[CH:14]=[CH:15][CH:16]=2)[N:11]=1.[F-].[K+].O.